Predict the reaction yield, written as a fraction of the theoretical maximum amount of product (1.0 means a 100% yield; for example, 0.34 means a 34% yield). From a dataset of Reaction yield outcomes from USPTO patents with 853,638 reactions. (1) The reactants are I[CH3:2].[CH2:3]([O:5][P:6]([CH:11]([OH:17])[C:12]([O:14][CH2:15][CH3:16])=[O:13])([O:8][CH2:9][CH3:10])=[O:7])[CH3:4]. The product is [CH2:9]([O:8][P:6]([CH:11]([O:17][CH3:2])[C:12]([O:14][CH2:15][CH3:16])=[O:13])([O:5][CH2:3][CH3:4])=[O:7])[CH3:10]. The catalyst is C(Cl)(Cl)Cl. The yield is 0.290. (2) The reactants are [CH3:1][N:2]1[C:6]([S:7][CH3:8])=[CH:5][C:4]([CH:9]([CH2:13][CH:14]2[CH2:19][CH2:18][O:17][CH2:16][CH2:15]2)[C:10]([OH:12])=O)=[N:3]1.Cl.[CH3:21][O:22][NH:23][CH3:24].N1(O)C2C=CC=CC=2N=N1.Cl.CN(C)CCCN=C=NCC.C(O)(=O)CC(CC(O)=O)(C(O)=O)O. The catalyst is CN(C)C=O.C(N(CC)CC)C. The product is [CH3:21][O:22][N:23]([CH3:24])[C:10](=[O:12])[CH:9]([C:4]1[CH:5]=[C:6]([S:7][CH3:8])[N:2]([CH3:1])[N:3]=1)[CH2:13][CH:14]1[CH2:19][CH2:18][O:17][CH2:16][CH2:15]1. The yield is 0.630. (3) The reactants are [CH3:1][O:2][C:3]1[CH:17]=[CH:16][C:6]([CH2:7][N:8]2[CH:12]=[C:11]([N+:13]([O-])=O)[CH:10]=[N:9]2)=[CH:5][CH:4]=1. The catalyst is CCO.[NH4+].[Cl-].CCOC(C)=O.[Fe]. The product is [CH3:1][O:2][C:3]1[CH:4]=[CH:5][C:6]([CH2:7][N:8]2[CH:12]=[C:11]([NH2:13])[CH:10]=[N:9]2)=[CH:16][CH:17]=1. The yield is 0.623.